Regression. Given a peptide amino acid sequence and an MHC pseudo amino acid sequence, predict their binding affinity value. This is MHC class I binding data. From a dataset of Peptide-MHC class I binding affinity with 185,985 pairs from IEDB/IMGT. (1) The binding affinity (normalized) is 0.0847. The MHC is HLA-A69:01 with pseudo-sequence HLA-A69:01. The peptide sequence is SPKIDRGWV. (2) The peptide sequence is APGKSLGTL. The MHC is HLA-B53:01 with pseudo-sequence HLA-B53:01. The binding affinity (normalized) is 0.213. (3) The peptide sequence is LNPMHQLLRH. The MHC is HLA-A31:01 with pseudo-sequence HLA-A31:01. The binding affinity (normalized) is 0.305. (4) The peptide sequence is YLNAFIPPV. The MHC is HLA-A02:01 with pseudo-sequence HLA-A02:01. The binding affinity (normalized) is 1.00. (5) The peptide sequence is GRQEKNPAL. The MHC is HLA-A01:01 with pseudo-sequence HLA-A01:01. The binding affinity (normalized) is 0.0847. (6) The peptide sequence is SQVLQQSTY. The MHC is HLA-A11:01 with pseudo-sequence HLA-A11:01. The binding affinity (normalized) is 0.0161. (7) The peptide sequence is KRTDKFIVR. The MHC is HLA-B27:05 with pseudo-sequence HLA-B27:05. The binding affinity (normalized) is 0.484.